From a dataset of Full USPTO retrosynthesis dataset with 1.9M reactions from patents (1976-2016). Predict the reactants needed to synthesize the given product. (1) Given the product [N:16]1[O:17][C:9]([NH2:10])=[C:8]2[CH2:7][CH2:6][O:5][C:4]3[CH:11]=[CH:12][CH:13]=[CH:14][C:3]=3[C:2]=12, predict the reactants needed to synthesize it. The reactants are: O=[C:2]1[CH:8]([C:9]#[N:10])[CH2:7][CH2:6][O:5][C:4]2[CH:11]=[CH:12][CH:13]=[CH:14][C:3]1=2.Cl.[NH2:16][OH:17].C([O-])(=O)C.[Na+]. (2) The reactants are: [O:1]1[C:5]2([CH2:10][CH2:9][CH:8]([CH2:11][CH2:12][OH:13])[CH2:7][CH2:6]2)[O:4][CH2:3][CH2:2]1.[H-].[Na+]. Given the product [CH2:11]([O:13][CH2:12][CH2:11][CH:8]1[CH2:9][CH2:10][C:5]2([O:4][CH2:3][CH2:2][O:1]2)[CH2:6][CH2:7]1)[C:8]1[CH:9]=[CH:10][CH:5]=[CH:6][CH:7]=1, predict the reactants needed to synthesize it.